This data is from Forward reaction prediction with 1.9M reactions from USPTO patents (1976-2016). The task is: Predict the product of the given reaction. (1) Given the reactants CN(C)/[CH:3]=[C:4](\[F:16])/[C:5]([C:7]1[N:11]([CH:12]([CH3:14])[CH3:13])[C:10]([CH3:15])=[N:9][CH:8]=1)=O.C(=O)(O)O.[NH2:22][C:23]([NH2:25])=[NH:24], predict the reaction product. The product is: [NH2:24][C:23]1[N:25]=[C:5]([C:7]2[N:11]([CH:12]([CH3:13])[CH3:14])[C:10]([CH3:15])=[N:9][CH:8]=2)[C:4]([F:16])=[CH:3][N:22]=1. (2) Given the reactants [CH3:1][N:2]1[C:10]2[C:5](=[CH:6][C:7](B3OC(C)(C)C(C)(C)O3)=[CH:8][CH:9]=2)[CH2:4][C:3]1=[O:20].O.C(=O)([O-])[O-].[Na+].[Na+].Br[C:29]1[CH:30]=[N:31][CH:32]=[C:33]([CH:37]=1)[C:34]([NH2:36])=[O:35], predict the reaction product. The product is: [CH3:1][N:2]1[C:10]2[C:5](=[CH:6][C:7]([C:29]3[CH:30]=[N:31][CH:32]=[C:33]([CH:37]=3)[C:34]([NH2:36])=[O:35])=[CH:8][CH:9]=2)[CH2:4][C:3]1=[O:20]. (3) Given the reactants [NH:1]1[CH2:5][CH2:4][CH2:3][CH2:2]1.[C:6]([NH:16][C@@H:17]([C:19](O)=[O:20])[CH3:18])([O:8][CH2:9][C:10]1[CH:15]=[CH:14][CH:13]=[CH:12][CH:11]=1)=[O:7].C1C=NC2N(O)N=NC=2C=1.CN1CCOCC1.C(Cl)CCl, predict the reaction product. The product is: [CH3:18][C@@H:17]([NH:16][C:6](=[O:7])[O:8][CH2:9][C:10]1[CH:15]=[CH:14][CH:13]=[CH:12][CH:11]=1)[C:19](=[O:20])[N:1]1[CH2:5][CH2:4][CH2:3][CH2:2]1. (4) Given the reactants [C:1]([O:5][C:6]([N:8]1[CH2:13][CH2:12][CH2:11][CH2:10][CH:9]1[C:14](=[NH:17])[NH:15][OH:16])=[O:7])([CH3:4])([CH3:3])[CH3:2].C(N(CC)CC)C.[C:25]([C:27]1[CH:28]=[C:29]([CH:33]=[CH:34][CH:35]=1)[C:30](Cl)=O)#[N:26].CN(C=O)C, predict the reaction product. The product is: [C:1]([O:5][C:6]([N:8]1[CH2:13][CH2:12][CH2:11][CH2:10][CH:9]1[C:14]1[N:17]=[C:30]([C:29]2[CH:33]=[CH:34][CH:35]=[C:27]([C:25]#[N:26])[CH:28]=2)[O:16][N:15]=1)=[O:7])([CH3:4])([CH3:2])[CH3:3]. (5) Given the reactants [CH2:1]([O:3][C@@H:4]([CH2:10][C:11]1[CH:16]=[CH:15][C:14]([O:17][CH2:18]/[CH:19]=[CH:20]/[C:21]2[CH:22]=[C:23]([C:33]3[CH:38]=[CH:37][CH:36]=[CH:35][CH:34]=3)[CH:24]=[C:25]([C:27]3[CH:32]=[CH:31][CH:30]=[CH:29][CH:28]=3)[CH:26]=2)=[CH:13][CH:12]=1)[C:5]([O:7]CC)=[O:6])[CH3:2].[OH-].[Na+], predict the reaction product. The product is: [CH2:1]([O:3][C@@H:4]([CH2:10][C:11]1[CH:12]=[CH:13][C:14]([O:17][CH2:18]/[CH:19]=[CH:20]/[C:21]2[CH:26]=[C:25]([C:27]3[CH:28]=[CH:29][CH:30]=[CH:31][CH:32]=3)[CH:24]=[C:23]([C:33]3[CH:34]=[CH:35][CH:36]=[CH:37][CH:38]=3)[CH:22]=2)=[CH:15][CH:16]=1)[C:5]([OH:7])=[O:6])[CH3:2]. (6) The product is: [F:1][C:2]([F:9])([F:8])[CH:3]([O:7][CH2:20][C:14](=[CH2:13])[C:15]([O:17][CH2:18][CH3:19])=[O:16])[CH2:4][CH:5]=[CH2:6]. Given the reactants [F:1][C:2]([F:9])([F:8])[CH:3]([OH:7])[CH2:4][CH:5]=[CH2:6].[H-].[Na+].Br[CH2:13][C:14](=[CH2:20])[C:15]([O:17][CH2:18][CH3:19])=[O:16], predict the reaction product.